Dataset: Forward reaction prediction with 1.9M reactions from USPTO patents (1976-2016). Task: Predict the product of the given reaction. (1) Given the reactants [CH3:1][C:2]1[N:3]=[CH:4][C:5]([CH2:8][NH:9][S:10]([NH:13]C(=O)OCC2C=CC=CC=2)(=[O:12])=[O:11])=[N:6][CH:7]=1, predict the reaction product. The product is: [CH3:1][C:2]1[N:3]=[CH:4][C:5]([CH2:8][NH:9][S:10]([NH2:13])(=[O:12])=[O:11])=[N:6][CH:7]=1. (2) Given the reactants O[CH2:2][C:3]12[CH2:12][CH:7]3[CH2:8][CH:9]([CH2:11][C:5]([C:13]([O:15][CH3:16])=[O:14])([CH2:6]3)[CH2:4]1)[CH2:10]2.N1C=CC=CC=1.FC(F)(F)S(OS(C(F)(F)F)(=O)=O)(=O)=O.[CH3:38][C:39]1[CH:40]=[CH:41][C:42]([NH:45][CH:46]2[CH2:51][CH2:50][NH:49][CH2:48][CH2:47]2)=[N:43][CH:44]=1, predict the reaction product. The product is: [CH3:38][C:39]1[CH:40]=[CH:41][C:42]([NH:45][CH:46]2[CH2:51][CH2:50][N:49]([CH2:10][C:9]34[CH2:2][CH:3]5[CH2:12][CH:7]([CH2:6][C:5]([C:13]([O:15][CH3:16])=[O:14])([CH2:4]5)[CH2:11]3)[CH2:8]4)[CH2:48][CH2:47]2)=[N:43][CH:44]=1. (3) Given the reactants [NH2:1][C:2]1[C:11]([C:12]#[N:13])=[C:10](Cl)[C:9]2[C:4](=[CH:5][CH:6]=[C:7]([N+:15]([O-:17])=[O:16])[CH:8]=2)[N:3]=1.[CH2:18]([NH2:25])[C:19]1[CH:24]=[CH:23][CH:22]=[CH:21][CH:20]=1, predict the reaction product. The product is: [NH2:1][C:2]1[C:11]([C:12]#[N:13])=[C:10]([NH:25][CH2:18][C:19]2[CH:24]=[CH:23][CH:22]=[CH:21][CH:20]=2)[C:9]2[C:4](=[CH:5][CH:6]=[C:7]([N+:15]([O-:17])=[O:16])[CH:8]=2)[N:3]=1. (4) Given the reactants [N:1]1([CH2:6][CH2:7][CH2:8][NH:9][C:10]([C:12]2[CH:17]=[CH:16][C:15]([N+:18]([O-])=O)=[CH:14][CH:13]=2)=[O:11])[CH:5]=[CH:4][N:3]=[CH:2]1.C1CCCCC=1, predict the reaction product. The product is: [N:1]1([CH2:6][CH2:7][CH2:8][NH:9][C:10]([C:12]2[CH:13]=[CH:14][C:15]([NH2:18])=[CH:16][CH:17]=2)=[O:11])[CH:5]=[CH:4][N:3]=[CH:2]1. (5) Given the reactants [NH2:1][CH2:2][CH2:3][N:4]([CH2:14][CH:15]1[CH2:20][CH2:19][CH2:18][CH2:17][CH2:16]1)[S:5]([C:8]1[CH:13]=[CH:12][CH:11]=[CH:10][N:9]=1)(=[O:7])=[O:6].[C:21]([C:23]1[CH:24]=[CH:25][C:26](F)=[N:27][CH:28]=1)#[N:22].CCN(C(C)C)C(C)C.O, predict the reaction product. The product is: [C:21]([C:23]1[CH:24]=[CH:25][C:26]([NH:1][CH2:2][CH2:3][N:4]([CH2:14][CH:15]2[CH2:20][CH2:19][CH2:18][CH2:17][CH2:16]2)[S:5]([C:8]2[CH:13]=[CH:12][CH:11]=[CH:10][N:9]=2)(=[O:7])=[O:6])=[N:27][CH:28]=1)#[N:22]. (6) The product is: [C:9]([O:8][C:6]([C:5]1[CH:13]=[C:14]([O:15][CH2:16][CH3:17])[C:2]([B:26]([OH:29])[OH:27])=[C:3]([O:18][CH2:19][CH3:20])[CH:4]=1)=[O:7])([CH3:12])([CH3:11])[CH3:10]. Given the reactants Br[C:2]1[C:14]([O:15][CH2:16][CH3:17])=[CH:13][C:5]([C:6]([O:8][C:9]([CH3:12])([CH3:11])[CH3:10])=[O:7])=[CH:4][C:3]=1[O:18][CH2:19][CH3:20].[Li]CCCC.[B:26](OC)([O:29]C)[O:27]C, predict the reaction product. (7) Given the reactants [CH2:1]([N:3]1[CH:7]=[C:6]([C:8]2[CH:13]=[CH:12][N:11]=[C:10]3[N:14](S(C4C=CC(C)=CC=4)(=O)=O)[CH:15]=[CH:16][C:9]=23)[C:5]([C:27]2[CH:32]=[CH:31][CH:30]=[C:29]([N+:33]([O-])=O)[CH:28]=2)=[N:4]1)[CH3:2].[OH-].[Na+], predict the reaction product. The product is: [CH2:1]([N:3]1[CH:7]=[C:6]([C:8]2[CH:13]=[CH:12][N:11]=[C:10]3[NH:14][CH:15]=[CH:16][C:9]=23)[C:5]([C:27]2[CH:28]=[C:29]([CH:30]=[CH:31][CH:32]=2)[NH2:33])=[N:4]1)[CH3:2]. (8) Given the reactants [Li]C(CC)C.[CH2:6]1[CH2:11][CH2:10][CH2:9][CH2:8][CH2:7]1.[Si:12]([O:19][C@@H:20]1[CH2:24][N:23]([C:25]([O:27][C:28]([CH3:31])([CH3:30])[CH3:29])=[O:26])[C@H:22]([C:32]2C=CC=CC=2)[CH2:21]1)([C:15]([CH3:18])([CH3:17])[CH3:16])([CH3:14])[CH3:13].FC(F)(F)S(OC)(=O)=O, predict the reaction product. The product is: [Si:12]([O:19][C@@H:20]1[CH2:24][N:23]([C:25]([O:27][C:28]([CH3:31])([CH3:30])[CH3:29])=[O:26])[C@:22]([CH3:32])([C:6]2[CH:11]=[CH:10][CH:9]=[CH:8][CH:7]=2)[CH2:21]1)([C:15]([CH3:18])([CH3:17])[CH3:16])([CH3:14])[CH3:13]. (9) Given the reactants [CH3:1][N:2]([CH3:26])[C:3]1[CH:8]=[CH:7][C:6]([CH:9]([C:19]2[CH:24]=[CH:23][C:22]([CH3:25])=[CH:21][CH:20]=2)[CH2:10][C:11]([C:13]2[CH:18]=[CH:17][N:16]=[CH:15][CH:14]=2)=O)=[CH:5][CH:4]=1.Cl.[NH2:28][OH:29].C([O-])(O)=O.[Na+], predict the reaction product. The product is: [CH3:1][N:2]([CH3:26])[C:3]1[CH:8]=[CH:7][C:6]([CH:9]([C:19]2[CH:24]=[CH:23][C:22]([CH3:25])=[CH:21][CH:20]=2)[CH2:10][C:11]([C:13]2[CH:18]=[CH:17][N:16]=[CH:15][CH:14]=2)=[N:28][OH:29])=[CH:5][CH:4]=1.